This data is from Full USPTO retrosynthesis dataset with 1.9M reactions from patents (1976-2016). The task is: Predict the reactants needed to synthesize the given product. (1) Given the product [F:1][C:2]1[CH:7]=[CH:6][C:5]([N:8]2[CH2:9][CH2:10][N:11]([C:14]3[C:15]([N+:22]([O-:24])=[O:23])=[C:16]([O:21][CH2:31][C:32]([F:35])([F:34])[F:33])[N:17]=[C:18]([CH3:20])[N:19]=3)[CH2:12][CH2:13]2)=[CH:4][CH:3]=1, predict the reactants needed to synthesize it. The reactants are: [F:1][C:2]1[CH:7]=[CH:6][C:5]([N:8]2[CH2:13][CH2:12][N:11]([C:14]3[N:19]=[C:18]([CH3:20])[NH:17][C:16](=[O:21])[C:15]=3[N+:22]([O-:24])=[O:23])[CH2:10][CH2:9]2)=[CH:4][CH:3]=1.FC(F)(F)S(O[CH2:31][C:32]([F:35])([F:34])[F:33])(=O)=O.[Na].C(=O)([O-])[O-].[K+].[K+]. (2) The reactants are: [CH2:1]([O:3][C:4](=[O:34])[C:5]1[CH:10]=[CH:9][CH:8]=[C:7]([N:11]2[C:15](C)=[CH:14][CH:13]=[C:12]2[C:17]2[CH:22]=[C:21]([Br:23])[CH:20]=[CH:19][C:18]=2[O:24]CC2C=CC(OC)=CC=2)[CH:6]=1)[CH3:2].O1CCOC[CH2:36]1. Given the product [CH2:1]([O:3][C:4](=[O:34])[C:5]1[CH:10]=[CH:9][CH:8]=[C:7]([N:11]2[CH:15]=[CH:14][C:13]([CH3:36])=[C:12]2[C:17]2[CH:22]=[C:21]([Br:23])[CH:20]=[CH:19][C:18]=2[OH:24])[CH:6]=1)[CH3:2], predict the reactants needed to synthesize it. (3) Given the product [Cl:38][C:22]1[C:23]([NH:25][C:26]2[CH:31]=[CH:30][CH:29]=[CH:28][C:27]=2[S:32]([CH:35]([CH3:37])[CH3:36])(=[O:34])=[O:33])=[N:24][C:19]([NH:1][C:2]2[C:3]([O:16][CH3:17])=[CH:4][C:5]3[CH2:11][N:10]([CH2:12][CH3:13])[CH2:9][C:8](=[O:14])[NH:7][C:6]=3[CH:15]=2)=[N:20][CH:21]=1, predict the reactants needed to synthesize it. The reactants are: [NH2:1][C:2]1[C:3]([O:16][CH3:17])=[CH:4][C:5]2[CH2:11][N:10]([CH2:12][CH3:13])[CH2:9][C:8](=[O:14])[NH:7][C:6]=2[CH:15]=1.Cl[C:19]1[N:24]=[C:23]([NH:25][C:26]2[CH:31]=[CH:30][CH:29]=[CH:28][C:27]=2[S:32]([CH:35]([CH3:37])[CH3:36])(=[O:34])=[O:33])[C:22]([Cl:38])=[CH:21][N:20]=1. (4) Given the product [NH2:32][C:8]1[CH:7]=[C:4]([CH:3]=[C:2]([CH3:1])[C:9]=1[C:10]#[C:11][CH2:12][C:13]([CH2:19][C:20]1([CH3:31])[C:29]2[C:24](=[CH:25][CH:26]=[C:27]([F:30])[CH:28]=2)[O:23][CH2:22][CH2:21]1)([OH:18])[C:14]([F:15])([F:16])[F:17])[C:5]#[N:6], predict the reactants needed to synthesize it. The reactants are: [CH3:1][C:2]1[CH:3]=[C:4]([CH:7]=[C:8]([N+:32]([O-])=O)[C:9]=1[C:10]#[C:11][CH2:12][C:13]([CH2:19][C:20]1([CH3:31])[C:29]2[C:24](=[CH:25][CH:26]=[C:27]([F:30])[CH:28]=2)[O:23][CH2:22][CH2:21]1)([OH:18])[C:14]([F:17])([F:16])[F:15])[C:5]#[N:6]. (5) Given the product [Cl:15][C:16]1[CH:22]=[CH:21][C:19]([NH:20][C:10]([C:6]2[C:7]([CH3:9])=[N:8][C:3]([C:2]([F:14])([F:13])[F:1])=[CH:4][CH:5]=2)=[O:11])=[CH:18][C:17]=1[C:23]1[CH:28]=[CH:27][CH:26]=[CH:25][N:24]=1, predict the reactants needed to synthesize it. The reactants are: [F:1][C:2]([F:14])([F:13])[C:3]1[N:8]=[C:7]([CH3:9])[C:6]([C:10](Cl)=[O:11])=[CH:5][CH:4]=1.[Cl:15][C:16]1[CH:22]=[CH:21][C:19]([NH2:20])=[CH:18][C:17]=1[C:23]1[CH:28]=[CH:27][CH:26]=[CH:25][N:24]=1.CCOC(C)=O.